Task: Predict the product of the given reaction.. Dataset: Forward reaction prediction with 1.9M reactions from USPTO patents (1976-2016) (1) Given the reactants [NH2:1][C:2]1[S:3][C:4]([Br:7])=[CH:5][N:6]=1.N1C=CC=CC=1.Cl[C:15]([O:17][C:18]1[CH:23]=[CH:22][CH:21]=[CH:20][CH:19]=1)=[O:16], predict the reaction product. The product is: [C:18]1([O:17][C:15](=[O:16])[NH:1][C:2]2[S:3][C:4]([Br:7])=[CH:5][N:6]=2)[CH:23]=[CH:22][CH:21]=[CH:20][CH:19]=1. (2) Given the reactants [CH3:1][C:2]1[CH:3]=[C:4]([C:7]([OH:9])=O)[NH:5][CH:6]=1.C(C1NC=CN=1)(C1[NH:13]C=CN=1)=O.[NH4+].[OH-], predict the reaction product. The product is: [CH3:1][C:2]1[CH:3]=[C:4]([C:7]([NH2:13])=[O:9])[NH:5][CH:6]=1. (3) Given the reactants [CH3:1][N:2]1[CH2:7][CH2:6][CH2:5][NH:4][C:3]1=[O:8].CC(C)([O-])C.[K+].F[C:16]1[CH:21]=[CH:20][C:19]([N+:22]([O-:24])=[O:23])=[CH:18][C:17]=1[O:25][CH3:26].[Cl-].[Na+], predict the reaction product. The product is: [CH3:26][O:25][C:17]1[CH:18]=[C:19]([N+:22]([O-:24])=[O:23])[CH:20]=[CH:21][C:16]=1[N:4]1[CH2:5][CH2:6][CH2:7][N:2]([CH3:1])[C:3]1=[O:8]. (4) Given the reactants [CH2:1]([O:8][C:9]1[CH:10]=[C:11]2[C:16](=[CH:17][CH:18]=1)[N:15]=[CH:14][C:13]([N+:19]([O-:21])=[O:20])=[C:12]2Cl)[C:2]1[CH:7]=[CH:6][CH:5]=[CH:4][CH:3]=1.[O:23]1[CH2:28][CH2:27][CH:26]([CH2:29][NH2:30])[CH2:25][CH2:24]1, predict the reaction product. The product is: [CH2:1]([O:8][C:9]1[CH:10]=[C:11]2[C:16](=[CH:17][CH:18]=1)[N:15]=[CH:14][C:13]([N+:19]([O-:21])=[O:20])=[C:12]2[NH:30][CH2:29][CH:26]1[CH2:27][CH2:28][O:23][CH2:24][CH2:25]1)[C:2]1[CH:7]=[CH:6][CH:5]=[CH:4][CH:3]=1.